Dataset: Full USPTO retrosynthesis dataset with 1.9M reactions from patents (1976-2016). Task: Predict the reactants needed to synthesize the given product. Given the product [C:7]([C:6]1[CH:9]=[CH:10][C:3]([CH2:2][S:11]([O-:14])(=[O:13])=[O:12])=[CH:4][CH:5]=1)#[N:8].[Na+:15], predict the reactants needed to synthesize it. The reactants are: Cl[CH2:2][C:3]1[CH:10]=[CH:9][C:6]([C:7]#[N:8])=[CH:5][CH:4]=1.[S:11]([O-:14])([O-:13])=[O:12].[Na+:15].[Na+].CC(C)=O.